This data is from Experimentally validated miRNA-target interactions with 360,000+ pairs, plus equal number of negative samples. The task is: Binary Classification. Given a miRNA mature sequence and a target amino acid sequence, predict their likelihood of interaction. The miRNA is mmu-miR-297b-3p with sequence UAUACAUACACACAUACCCAUA. The protein sequence of the target gene is MSQMGLHPRRGLTGHWLQRFQPCLPLHTVQWRRLLLLAFLLSLAWPASPLPREEEIVFPEKLNGSSILPGSGVPARLLYRLPAFGEMLLLELEQDPGVQVEGLTVQYLGQAPEMLGGAEPGTYLTGTINGDPESVASLHWDGGALLGVLQYRGAELHLQPLEGGALNSAGGPGAHILRRKSPASSQGPMCTVKAPSGSPSPISRRTKRFASLSRFVETLVVADDKMAAFHGTGLKRYLLTVMAAAAKAFKHPSIRNPVNLVVTRLVILGSGQEGPQVGPSAAQTLRSFCTWQRGLNTPND.... Result: 1 (interaction).